Task: Predict which catalyst facilitates the given reaction.. Dataset: Catalyst prediction with 721,799 reactions and 888 catalyst types from USPTO (1) Reactant: [NH2:1][C:2](=[S:14])[CH2:3][N:4]1[CH:8]=[C:7]([C:9]([O:11][CH2:12][CH3:13])=[O:10])[CH:6]=[N:5]1.Br[CH2:16][C:17](=O)[C:18]([OH:20])=[O:19]. Product: [CH2:12]([O:11][C:9]([C:7]1[CH:6]=[N:5][N:4]([CH2:3][C:2]2[S:14][CH:16]=[C:17]([C:18]([OH:20])=[O:19])[N:1]=2)[CH:8]=1)=[O:10])[CH3:13]. The catalyst class is: 10. (2) The catalyst class is: 24. Reactant: S1[C:6]2[CH:7]=[CH:8][CH:9]=[CH:10][C:5]=2[C:4]([C:11]2[CH:20]=[CH:19][C:14]([C:15]([O:17][CH3:18])=[O:16])=[CH:13][CH:12]=2)=[CH:3][CH2:2]1.O[O:22][S:23]([O-:25])=O.[K+].[OH-].[Na+]. Product: [O:22]=[S:23]1(=[O:25])[C:10]2[CH:9]=[CH:8][CH:7]=[CH:6][C:5]=2[C:4]([C:11]2[CH:12]=[CH:13][C:14]([C:15]([O:17][CH3:18])=[O:16])=[CH:19][CH:20]=2)=[CH:3][CH2:2]1.